Dataset: Full USPTO retrosynthesis dataset with 1.9M reactions from patents (1976-2016). Task: Predict the reactants needed to synthesize the given product. The reactants are: [C:1]([O:5][C:6]([N:8]1[CH2:13][CH:12]([C:14]([O:16][CH3:17])=[O:15])[CH2:11][CH:10]([C:18]([OH:20])=[O:19])[CH2:9]1)=[O:7])([CH3:4])([CH3:3])[CH3:2].C1([C@H](N)C)C=CC=CC=1. Given the product [C:1]([O:5][C:6]([N:8]1[CH2:13][C@H:12]([C:14]([O:16][CH3:17])=[O:15])[CH2:11][C@H:10]([C:18]([OH:20])=[O:19])[CH2:9]1)=[O:7])([CH3:4])([CH3:2])[CH3:3], predict the reactants needed to synthesize it.